From a dataset of Orexin1 receptor HTS with 218,158 compounds and 233 confirmed actives. Binary Classification. Given a drug SMILES string, predict its activity (active/inactive) in a high-throughput screening assay against a specified biological target. (1) The molecule is OC1(C(C(C(C(=O)C1)C(OCC=C)=O)c1ccc(N(C)C)cc1)C(OCC=C)=O)C. The result is 0 (inactive). (2) The molecule is O1CC(NC(=O)C(CC(=O)N(Cc2ccccc2)CCO)CC=CCCCC1=O)Cc1c2c([nH]c1)cccc2. The result is 0 (inactive). (3) The molecule is Fc1c(/C(=C/c2cc3n(c(=O)n(c3cc2)C)C)C#N)cccc1. The result is 0 (inactive). (4) The compound is S(=O)(=O)(NC1=NCCC1)c1cc(NC(=O)CSc2n(c3c(cccc3)C)ccn2)ccc1. The result is 0 (inactive). (5) The result is 0 (inactive). The drug is [O-][N+](=O)c1c2c(n(nc2)c2c(cccc2)C)cc([N+]([O-])=O)c1. (6) The drug is O=c1n(c2c(c(c1)C(O)=O)cccc2)Cc1ccc(cc1)C. The result is 0 (inactive).